Dataset: Experimentally validated miRNA-target interactions with 360,000+ pairs, plus equal number of negative samples. Task: Binary Classification. Given a miRNA mature sequence and a target amino acid sequence, predict their likelihood of interaction. (1) The miRNA is hsa-miR-4421 with sequence ACCUGUCUGUGGAAAGGAGCUA. The protein sequence of the target gene is MTSRLRALGGRINNIRTSELPKEKTRSEVICSIHFLDGVVQTFKVTKQDTGQVLLDMVHNHLGVTEKEYFGLQHDDDSVDSPRWLEASKAIRKQLKGGFPCTLHFRVRFFIPDPNTLQQEQTRHLYFLQLKMDICEGRLTCPLNSAVVLASYAVQSHFGDYNSSIHHPGYLSDSHFIPDQNEDFLTKVESLHEQHSGLKQSEAESCYINIARTLDFYGVELHSGRDLHNLDLMIGIASAGVAVYRKYICTSFYPWVNILKISFKRKKFFIHQRQKQAESREHIVAFNMLNYRSCKNLWKS.... Result: 1 (interaction). (2) The miRNA is mmu-miR-1941-5p with sequence AGGGAGAUGCUGGUACAGAGGCUU. The protein sequence of the target gene is MHRLLAWDAACLPPPPAAFRPMEVANFYYEPDCLAYGAKAARAAPRAPAAEPAIGEHERAIDFSPYLEPLAPAADFAAPAPAHHDFLSDLFADDYGAKPSKKPADYGYVSLGRAGAKAAPPACFPPPPPAALKAEPGFEPADCKRADDAPAMAAGFPFALRAYLGYQATPSGSSGSLSTSSSSSPPGTPSPADAKAAPAACFAGPPAAPAKAKAKKTVDKLSDEYKMRRERNNIAVRKSRDKAKMRNLETQHKVLELTAENERLQKKVEQLSRELSTLRNLFKQLPEPLLASAGHC. Result: 0 (no interaction). (3) The miRNA is hsa-miR-6516-5p with sequence UUUGCAGUAACAGGUGUGAGCA. The protein sequence of the target gene is MLMRKVPGFVPASPWGLRLPQKFLFLLFLSGLVTLCFGALFLLPHSSRLKRLFLAPRTQQPGLEVVAEIAGHAPAREQEPPPNPAPAAPAPGEDDPSSWASPRRRKGGLRRTRPTGPREEATAARGNSIPASRPGDEGVPFRFDFNAFRSRLRHPVLGTRADESQEPQSQVRAQREKIKEMMQFAWQSYKRYAMGKNELRPLTKDGYEGNMFGGLSGATVIDSLDTLYLMELKEEFQEAKAWVGESFHLNVSGEASLFEVNIRYIGGLLSAFYLTGEEVFRIKAIRLGEKLLPAFNTPTG.... Result: 1 (interaction). (4) The miRNA is mmu-miR-6344 with sequence GUUUUCCUACUGUUUCCCUUUU. The protein sequence of the target gene is MNTAPSRPSPTRRDPYGFGDSRDSRRDRSPIRGSPRREPRDGRNGRDARDSRDIRDPRDLRDHRHSRDLRDHRDSRSVRDVRDVRDLRDFRDLRDSRDFRDQRDPMYDRYRDMRDSRDPMYRREGSYDRYLRMDDYCRRKDDSYFDRYRDSFDGRGPPGPESQSRAKERLKREERRREELYRQYFEEIQRRFDAERPVDCSVIVVNKQTKDYAESVGRKVRDLGMVVDLIFLNTEVSLSQALEDVSRGGSPFAIVITQQHQIHRSCTVNIMFGTPQEHRNMPQADAMVLVARNYERYKNE.... Result: 0 (no interaction).